From a dataset of Forward reaction prediction with 1.9M reactions from USPTO patents (1976-2016). Predict the product of the given reaction. Given the reactants [Cl:1][C:2]1[CH:11]=[C:10]2[C:5]([C:6](O)=[CH:7][CH:8]=[N:9]2)=[CH:4][C:3]=1[I:13].CCN(CC)CC.O=P(Cl)(Cl)[Cl:23], predict the reaction product. The product is: [Cl:23][C:6]1[C:5]2[C:10](=[CH:11][C:2]([Cl:1])=[C:3]([I:13])[CH:4]=2)[N:9]=[CH:8][CH:7]=1.